From a dataset of Forward reaction prediction with 1.9M reactions from USPTO patents (1976-2016). Predict the product of the given reaction. (1) Given the reactants [Cl:1][C:2]1[CH:3]=[C:4]([C:9]2([C:25]([F:28])([F:27])[F:26])[O:13][N:12]=[C:11]([C:14]3[CH:23]=[CH:22][C:17]([C:18]([NH:20][OH:21])=[NH:19])=[C:16]([CH3:24])[CH:15]=3)[CH2:10]2)[CH:5]=[C:6]([Cl:8])[CH:7]=1.[F:29][C:30]([F:36])([F:35])CC(Cl)=O.O.[CH3:38][CH2:39]OC(C)=O, predict the reaction product. The product is: [Cl:1][C:2]1[CH:3]=[C:4]([C:9]2([C:25]([F:26])([F:28])[F:27])[O:13][N:12]=[C:11]([C:14]3[CH:23]=[CH:22][C:17]([C:18]4[N:19]=[C:38]([CH3:39])[O:21][N:20]=4)=[C:16]([CH2:24][C:30]([F:36])([F:35])[F:29])[CH:15]=3)[CH2:10]2)[CH:5]=[C:6]([Cl:8])[CH:7]=1. (2) Given the reactants CS(O[CH2:6][CH2:7][C:8]#[C:9][C:10]1[S:11][CH:12]=[CH:13][CH:14]=1)(=O)=O.[C:15]([NH2:19])([CH3:18])([CH3:17])[CH3:16], predict the reaction product. The product is: [C:15]([NH:19][CH2:6][CH2:7][C:8]#[C:9][C:10]1[S:11][CH:12]=[CH:13][CH:14]=1)([CH3:18])([CH3:17])[CH3:16].